From a dataset of Full USPTO retrosynthesis dataset with 1.9M reactions from patents (1976-2016). Predict the reactants needed to synthesize the given product. (1) Given the product [NH2:11][C@H:12]1[CH2:17][CH2:16][C@@H:15]([NH:18][C:19](=[O:25])[O:20][C:21]([CH3:22])([CH3:23])[CH3:24])[CH2:14][C@H:13]1[CH:26]([CH3:28])[CH3:27], predict the reactants needed to synthesize it. The reactants are: C(OC([NH:11][C@H:12]1[CH2:17][CH2:16][C@@H:15]([NH:18][C:19](=[O:25])[O:20][C:21]([CH3:24])([CH3:23])[CH3:22])[CH2:14][C@H:13]1[C:26]([CH3:28])=[CH2:27])=O)C1C=CC=CC=1. (2) Given the product [Si:15]([O:22][CH2:23][CH2:24][N:7]1[CH2:6][CH2:5][N:4]([C:8]([O:10][C:11]([CH3:13])([CH3:12])[CH3:14])=[O:9])[CH2:3][C@H:2]1[CH3:1])([C:18]([CH3:21])([CH3:20])[CH3:19])([CH3:17])[CH3:16], predict the reactants needed to synthesize it. The reactants are: [CH3:1][C@H:2]1[NH:7][CH2:6][CH2:5][N:4]([C:8]([O:10][C:11]([CH3:14])([CH3:13])[CH3:12])=[O:9])[CH2:3]1.[Si:15]([O:22][CH2:23][CH:24]=O)([C:18]([CH3:21])([CH3:20])[CH3:19])([CH3:17])[CH3:16].C=O. (3) Given the product [Br:1][C:2]1[CH:3]=[C:4]2[C:9](=[CH:10][CH:11]=1)[C:8](=[O:12])[N:7]([CH2:20][CH2:21][CH2:22][Cl:23])[CH:6]=[CH:5]2, predict the reactants needed to synthesize it. The reactants are: [Br:1][C:2]1[CH:3]=[C:4]2[C:9](=[CH:10][CH:11]=1)[C:8](=[O:12])[NH:7][CH:6]=[CH:5]2.C(=O)([O-])[O-].[K+].[K+].Br[CH2:20][CH2:21][CH2:22][Cl:23]. (4) Given the product [I:1][C:2]1[CH:8]=[CH:7][C:5]([NH:6][C:9](=[O:11])[CH3:10])=[CH:4][CH:3]=1, predict the reactants needed to synthesize it. The reactants are: [I:1][C:2]1[CH:8]=[CH:7][C:5]([NH2:6])=[CH:4][CH:3]=1.[C:9](OC(=O)C)(=[O:11])[CH3:10].